This data is from Full USPTO retrosynthesis dataset with 1.9M reactions from patents (1976-2016). The task is: Predict the reactants needed to synthesize the given product. (1) Given the product [CH3:19][O:20][C:21](=[O:61])[CH2:22][C:23]1[CH:24]=[CH:25][C:26]([C:29]2[CH:34]=[CH:33][C:32]([C:35]([CH2:36][CH3:37])([C:38]3[CH:43]=[CH:42][C:41]([C:44]#[C:45][C:46]4([OH:52])[CH2:51][CH2:50][O:49][CH2:48][CH2:47]4)=[C:40]([CH3:57])[CH:39]=3)[CH2:58][CH3:59])=[CH:31][C:30]=2[CH3:60])=[CH:27][CH:28]=1, predict the reactants needed to synthesize it. The reactants are: [F-].C([N+](CCCC)(CCCC)CCCC)CCC.[CH3:19][O:20][C:21](=[O:61])[CH2:22][C:23]1[CH:28]=[CH:27][C:26]([C:29]2[CH:34]=[CH:33][C:32]([C:35]([CH2:58][CH3:59])([C:38]3[CH:43]=[CH:42][C:41]([C:44]#[C:45][C:46]4([O:52][Si](C)(C)C)[CH2:51][CH2:50][O:49][CH2:48][CH2:47]4)=[C:40]([CH3:57])[CH:39]=3)[CH2:36][CH3:37])=[CH:31][C:30]=2[CH3:60])=[CH:25][CH:24]=1. (2) Given the product [C:2]([O-:21])(=[O:20])[CH2:3][CH2:4][CH2:5][CH2:6][CH2:7][CH2:8][CH2:9][CH2:10][CH2:11][CH2:12][CH2:13][CH2:14][CH2:15][CH2:16][CH2:17][CH2:18][CH3:19].[O:22]=[Al+:1], predict the reactants needed to synthesize it. The reactants are: [Al:1].[C:2]([OH:21])(=[O:20])[CH2:3][CH2:4][CH2:5][CH2:6][CH2:7][CH2:8][CH2:9][CH2:10][CH2:11][CH2:12][CH2:13][CH2:14][CH2:15][CH2:16][CH2:17][CH2:18][CH3:19].[OH2:22]. (3) Given the product [N:15]1([CH2:14][CH:10]2[O:11][CH2:12][CH2:13][NH:8][CH2:9]2)[CH2:16][CH2:17][CH2:18][CH2:19]1, predict the reactants needed to synthesize it. The reactants are: C([N:8]1[CH2:13][CH2:12][O:11][CH:10]([CH2:14][N:15]2[CH2:19][CH2:18][CH2:17][CH2:16]2)[CH2:9]1)C1C=CC=CC=1.[H][H]. (4) Given the product [C:10]([O-:13])(=[O:12])[CH3:11].[Mg+2:2].[C:10]([O-:13])(=[O:12])[CH3:11].[N+:6]([O-:9])([O-:8])=[O:7].[Mg+2:2].[N+:6]([O-:9])([O-:8])=[O:7], predict the reactants needed to synthesize it. The reactants are: [O-2].[Mg+2:2].[OH-].[Mg+2].[OH-].[N+:6]([O-:9])([OH:8])=[O:7].[C:10]([OH:13])(=[O:12])[CH3:11]. (5) Given the product [CH:22]1([C:20](=[O:21])[CH:19]([N:13]2[CH2:14][CH2:15][CH:16]([OH:17])/[C:11](=[CH:10]/[C:6]3[O:5][CH:9]=[CH:8][CH:7]=3)/[CH2:12]2)[C:25]2[CH:30]=[CH:29][CH:28]=[CH:27][C:26]=2[F:31])[CH2:24][CH2:23]1, predict the reactants needed to synthesize it. The reactants are: C(O)(=O)C.[O:5]1[CH:9]=[CH:8][CH:7]=[C:6]1/[CH:10]=[C:11]1\[CH2:12][NH:13][CH2:14][CH2:15][CH:16]\1[OH:17].Br[CH:19]([C:25]1[CH:30]=[CH:29][CH:28]=[CH:27][C:26]=1[F:31])[C:20]([CH:22]1[CH2:24][CH2:23]1)=[O:21].C(N(CC)CC)C.O. (6) Given the product [C:1]([C:5]1[N:10]=[CH:9][C:8]([C:11]2[N:12]([C:32]([N:34]3[CH2:39][CH2:38][CH:37]([CH2:40][C:41]([N:49]([CH2:47][CH3:48])[C:50]4[CH:55]=[CH:54][C:53]([CH3:56])=[CH:52][CH:51]=4)=[O:42])[CH2:36][CH2:35]3)=[O:33])[C@@:13]([C:25]3[CH:30]=[CH:29][C:28]([Cl:31])=[CH:27][CH:26]=3)([CH3:24])[C@@:14]([C:17]3[CH:18]=[CH:19][C:20]([Cl:23])=[CH:21][CH:22]=3)([CH3:16])[N:15]=2)=[C:7]([O:44][CH2:45][CH3:46])[CH:6]=1)([CH3:4])([CH3:3])[CH3:2], predict the reactants needed to synthesize it. The reactants are: [C:1]([C:5]1[N:10]=[CH:9][C:8]([C:11]2[N:12]([C:32]([N:34]3[CH2:39][CH2:38][CH:37]([CH2:40][C:41](O)=[O:42])[CH2:36][CH2:35]3)=[O:33])[C@@:13]([C:25]3[CH:30]=[CH:29][C:28]([Cl:31])=[CH:27][CH:26]=3)([CH3:24])[C@@:14]([C:17]3[CH:22]=[CH:21][C:20]([Cl:23])=[CH:19][CH:18]=3)([CH3:16])[N:15]=2)=[C:7]([O:44][CH2:45][CH3:46])[CH:6]=1)([CH3:4])([CH3:3])[CH3:2].[CH2:47]([NH:49][C:50]1[CH:55]=[CH:54][C:53]([CH3:56])=[CH:52][CH:51]=1)[CH3:48]. (7) Given the product [C:6]([NH:16][OH:17])([O:5][C:2]([CH3:4])([CH3:3])[CH3:1])=[O:8], predict the reactants needed to synthesize it. The reactants are: [CH3:1][C:2]([O:5][C:6]([O:8]C(OC(C)(C)C)=O)=O)([CH3:4])[CH3:3].[NH2:16][OH:17].